This data is from Full USPTO retrosynthesis dataset with 1.9M reactions from patents (1976-2016). The task is: Predict the reactants needed to synthesize the given product. (1) Given the product [CH2:29]([CH:33]1[CH2:38][CH2:37][N:36]([CH2:13][CH2:14][CH2:15][N:10]2[C:11]3[C:6](=[CH:5][CH:4]=[CH:3][C:2]=3[CH3:1])[CH2:7][CH2:8][CH2:9]2)[CH2:35][CH2:34]1)[CH2:30][CH2:31][CH3:32], predict the reactants needed to synthesize it. The reactants are: [CH3:1][C:2]1[CH:3]=[CH:4][CH:5]=[C:6]2[C:11]=1[NH:10][CH2:9][CH2:8][CH2:7]2.Cl[CH2:13][CH2:14][CH2:15]I.C([O-])([O-])=O.[Cs+].[Cs+].C([O-])([O-])=O.[K+].[K+].[CH2:29]([CH:33]1[CH2:38][CH2:37][NH:36][CH2:35][CH2:34]1)[CH2:30][CH2:31][CH3:32]. (2) The reactants are: [N:1]1[CH:6]=[CH:5][CH:4]=[C:3]([C:7]2[CH:12]=[CH:11][CH:10]=[CH:9][C:8]=2[CH2:13]O)[CH:2]=1.S(Cl)(Cl)=O.[N-:19]=[N+:20]=[N-:21].[Na+]. Given the product [N:19]([CH2:13][C:8]1[CH:9]=[CH:10][CH:11]=[CH:12][C:7]=1[C:3]1[CH:2]=[N:1][CH:6]=[CH:5][CH:4]=1)=[N+:20]=[N-:21], predict the reactants needed to synthesize it. (3) Given the product [ClH:24].[F:1][C:2]1[CH:7]=[CH:6][CH:5]=[CH:4][C:3]=1[C:8]1[C:17]2[C:12](=[CH:13][CH:14]=[CH:15][CH:16]=2)[N:11]=[C:10]([N:18]2[CH2:23][CH2:22][NH:21][CH2:20][CH2:19]2)[N:9]=1, predict the reactants needed to synthesize it. The reactants are: [F:1][C:2]1[CH:7]=[CH:6][CH:5]=[CH:4][C:3]=1[C:8]1[C:17]2[C:12](=[CH:13][CH:14]=[CH:15][CH:16]=2)[N:11]=[C:10]([N:18]2[CH2:23][CH2:22][NH:21][CH2:20][CH2:19]2)[N:9]=1.[ClH:24].CCOCC. (4) Given the product [Cl:16][C:17]1[CH:25]=[C:24]([C:26]#[C:27][CH2:28][O:29][CH3:30])[C:20]2[O:21][CH2:22][O:23][C:19]=2[C:18]=1[NH:31][C:33]1[C:42]2[C:37](=[CH:38][C:39]([O:50][CH2:51][CH2:52][CH2:53][N:54]3[CH2:55][CH2:56][O:57][CH2:58][CH2:59]3)=[CH:40][C:41]=2[O:43][CH:44]2[CH2:45][CH2:46][O:47][CH2:48][CH2:49]2)[N:36]=[CH:35][N:34]=1, predict the reactants needed to synthesize it. The reactants are: C[Si]([N-][Si](C)(C)C)(C)C.[Na+].O1CCCC1.[Cl:16][C:17]1[CH:25]=[C:24]([C:26]#[C:27][CH2:28][O:29][CH3:30])[C:20]2[O:21][CH2:22][O:23][C:19]=2[C:18]=1[NH2:31].Cl[C:33]1[C:42]2[C:37](=[CH:38][C:39]([O:50][CH2:51][CH2:52][CH2:53][N:54]3[CH2:59][CH2:58][O:57][CH2:56][CH2:55]3)=[CH:40][C:41]=2[O:43][CH:44]2[CH2:49][CH2:48][O:47][CH2:46][CH2:45]2)[N:36]=[CH:35][N:34]=1. (5) Given the product [ClH:1].[C:30]([CH2:29][CH2:28][CH2:27][N:25]1[N:24]=[N:23][C:22](/[CH:21]=[C:16]2\[CH2:15][N:14]([CH:6]([C:7]3[CH:12]=[CH:11][CH:10]=[CH:9][C:8]=3[F:13])[C:5]([CH:2]3[CH2:4][CH2:3]3)=[O:35])[CH2:19][CH2:18][CH:17]\2[SH:20])=[N:26]1)([OH:32])=[O:31], predict the reactants needed to synthesize it. The reactants are: [ClH:1].[CH:2]1([C:5](=[O:35])[CH:6]([N:14]2[CH2:19][CH2:18][CH:17]([SH:20])/[C:16](=[CH:21]/[C:22]3[N:23]=[N:24][N:25]([CH2:27][CH2:28][CH2:29][C:30]([O:32]CC)=[O:31])[N:26]=3)/[CH2:15]2)[C:7]2[CH:12]=[CH:11][CH:10]=[CH:9][C:8]=2[F:13])[CH2:4][CH2:3]1.Cl.